This data is from Reaction yield outcomes from USPTO patents with 853,638 reactions. The task is: Predict the reaction yield, written as a fraction of the theoretical maximum amount of product (1.0 means a 100% yield; for example, 0.34 means a 34% yield). (1) The reactants are Br[C:2]1[C:10]2[N:9]=[C:8]([CH2:11][CH:12]3[CH2:17][CH2:16][CH2:15][CH2:14][N:13]3[C:18]([C:20]3[N:21]=[C:22]([CH3:32])[S:23][C:24]=3[C:25]3[CH:30]=[CH:29][C:28]([F:31])=[CH:27][CH:26]=3)=[O:19])[NH:7][C:6]=2[CH:5]=[CH:4][CH:3]=1.[Cu][C:34]#[N:35].O. The catalyst is CN1CCCC1=O. The product is [C:34]([C:2]1[C:10]2[N:9]=[C:8]([CH2:11][CH:12]3[CH2:17][CH2:16][CH2:15][CH2:14][N:13]3[C:18]([C:20]3[N:21]=[C:22]([CH3:32])[S:23][C:24]=3[C:25]3[CH:26]=[CH:27][C:28]([F:31])=[CH:29][CH:30]=3)=[O:19])[NH:7][C:6]=2[CH:5]=[CH:4][CH:3]=1)#[N:35]. The yield is 0.0300. (2) The reactants are Br[C:2]1[C:10]2[C:5](=[CH:6][CH:7]=[C:8]([C:11]#[N:12])[CH:9]=2)[N:4](C2CCCCO2)[N:3]=1.[CH3:19][O:20][C:21]1[CH:22]=[C:23]2[C:28](=[CH:29][CH:30]=1)[CH:27]=[C:26](B(O)O)[CH:25]=[CH:24]2.ClCCl.P([O-])([O-])([O-])=O.[K+].[K+].[K+].Cl. The catalyst is COCCOC.CO. The product is [CH3:19][O:20][C:21]1[CH:22]=[C:23]2[C:28](=[CH:29][CH:30]=1)[CH:27]=[C:26]([C:2]1[C:10]3[C:5](=[CH:6][CH:7]=[C:8]([C:11]#[N:12])[CH:9]=3)[NH:4][N:3]=1)[CH:25]=[CH:24]2. The yield is 0.470. (3) The reactants are [CH3:1][C:2]1[CH:7]=[CH:6][CH:5]=[C:4]([CH3:8])[C:3]=1Br.C(OCC)(=O)[CH2:11][C:12]([O:14][CH2:15][CH3:16])=[O:13].P(C(C)(C)C)(C(C)(C)C)C(C)(C)C.[H+].[B-](F)(F)(F)F.C([O-])([O-])=O.[K+].[K+]. The catalyst is C1C=CC(/C=C/C(/C=C/C2C=CC=CC=2)=O)=CC=1.C1C=CC(/C=C/C(/C=C/C2C=CC=CC=2)=O)=CC=1.[Pd]. The product is [CH3:1][C:2]1[CH:7]=[CH:6][CH:5]=[C:4]([CH3:8])[C:3]=1[CH2:11][C:12]([O:14][CH2:15][CH3:16])=[O:13]. The yield is 0.810. (4) The reactants are [Br:1][C:2]1[CH:10]=[C:9]2[C:5]([C:6]([CH2:11][C:12]#[N:13])=[CH:7][NH:8]2)=[CH:4][CH:3]=1.[CH3:14][C:15]([O:18][C:19](O[C:19]([O:18][C:15]([CH3:17])([CH3:16])[CH3:14])=[O:20])=[O:20])([CH3:17])[CH3:16]. The catalyst is CN(C1C=CN=CC=1)C.C(Cl)Cl. The product is [Br:1][C:2]1[CH:10]=[C:9]2[C:5]([C:6]([CH2:11][C:12]#[N:13])=[CH:7][N:8]2[C:19]([O:18][C:15]([CH3:17])([CH3:16])[CH3:14])=[O:20])=[CH:4][CH:3]=1. The yield is 0.900.